This data is from Full USPTO retrosynthesis dataset with 1.9M reactions from patents (1976-2016). The task is: Predict the reactants needed to synthesize the given product. (1) Given the product [F:1][C:2]1[CH:3]=[C:4]2[C:9](=[C:10]([N+:12]([O-:14])=[O:13])[CH:11]=1)[N:8]=[CH:7][CH:6]=[CH:5]2, predict the reactants needed to synthesize it. The reactants are: [F:1][C:2]1[CH:3]=[C:4]2[C:9](=[CH:10][CH:11]=1)[N:8]=[CH:7][CH:6]=[CH:5]2.[N+:12]([O-])([OH:14])=[O:13]. (2) Given the product [CH3:14][NH:13][C:9]1[CH:8]=[C:7]([C:5]2[N:19]3[N:18]=[CH:17][C:21]([C:22]([C:24]4[CH:29]=[CH:28][CH:27]=[CH:26][CH:25]=4)=[O:23])=[C:15]3[N:2]=[CH:3][CH:4]=2)[CH:12]=[CH:11][CH:10]=1, predict the reactants needed to synthesize it. The reactants are: C[N:2]([CH3:15])[CH:3]=[CH:4][C:5]([C:7]1[CH:8]=[C:9]([NH:13][CH3:14])[CH:10]=[CH:11][CH:12]=1)=O.N[C:17]1[C:21]([C:22]([C:24]2[CH:29]=[CH:28][CH:27]=[CH:26][CH:25]=2)=[O:23])=C[NH:19][N:18]=1. (3) Given the product [CH3:21][O:20][C:14]1[CH:13]=[C:12]([CH:17]=[C:16]([O:18][CH3:19])[CH:15]=1)[CH2:11][CH2:10][C:8]1[N:9]=[C:4]2[CH:3]=[C:2]([C:29]3[CH:28]=[CH:27][C:26]([F:34])=[C:25]([CH:30]=3)[C:23]#[N:24])[NH:22][C:5]2=[N:6][CH:7]=1, predict the reactants needed to synthesize it. The reactants are: Br[C:2]1[NH:22][C:5]2=[N:6][CH:7]=[C:8]([CH2:10][CH2:11][C:12]3[CH:17]=[C:16]([O:18][CH3:19])[CH:15]=[C:14]([O:20][CH3:21])[CH:13]=3)[N:9]=[C:4]2[CH:3]=1.[C:23]([C:25]1[CH:30]=[CH:29][C:28](B(O)O)=[CH:27][C:26]=1[F:34])#[N:24]. (4) Given the product [CH2:24]([N:22]([CH2:21][CH2:20][CH2:19][CH2:18][O:17][C:13]1[CH:12]=[C:11]2[C:16](=[CH:15][CH:14]=1)[NH:8][CH2:9][CH2:10]2)[CH3:23])[CH:25]=[CH2:26], predict the reactants needed to synthesize it. The reactants are: C(OC([N:8]1[C:16]2[C:11](=[CH:12][C:13]([O:17][CH2:18][CH2:19][CH2:20][CH2:21][N:22]([CH2:24][CH:25]=[CH2:26])[CH3:23])=[CH:14][CH:15]=2)[CH2:10][CH2:9]1)=O)(C)(C)C. (5) The reactants are: [NH:1]1[CH2:6][CH2:5][CH:4]([CH:7]2[C:20]3[CH:19]=[CH:18][C:17]([C:21]4[CH:26]=[CH:25][CH:24]=[CH:23][C:22]=4[NH:27][C:28](=[O:30])[CH3:29])=[CH:16][C:15]=3[O:14][C:13]3[C:8]2=[CH:9][CH:10]=[CH:11][CH:12]=3)[CH2:3][CH2:2]1.C(N(CC)C([C:36]1[CH:37]=[CH:38][C:39]2[CH:40](C3CCNCC3)[C:41]3C(O[C:48]=2[CH:49]=1)=CC=CC=3)=O)C.C1(CC=O)C=CC=CC=1.O1C=CC(C=O)=C1. Given the product [CH2:41]([N:1]1[CH2:6][CH2:5][CH:4]([CH:7]2[C:20]3[CH:19]=[CH:18][C:17]([C:21]4[CH:26]=[CH:25][CH:24]=[CH:23][C:22]=4[NH:27][C:28](=[O:30])[CH3:29])=[CH:16][C:15]=3[O:14][C:13]3[C:8]2=[CH:9][CH:10]=[CH:11][CH:12]=3)[CH2:3][CH2:2]1)[CH2:40][C:39]1[CH:48]=[CH:49][CH:36]=[CH:37][CH:38]=1, predict the reactants needed to synthesize it.